Dataset: Full USPTO retrosynthesis dataset with 1.9M reactions from patents (1976-2016). Task: Predict the reactants needed to synthesize the given product. (1) Given the product [CH:28]1([C:19]([C:9]2[C:10]3[N:14]=[C:13]([O:15][CH2:16][CH3:17])[NH:12][C:11]=3[CH:18]=[C:7]([C:6]3[C:2]([CH3:1])=[N:3][O:4][C:5]=3[CH3:27])[CH:8]=2)([C:21]2[CH:26]=[CH:25][CH:24]=[CH:23][N:22]=2)[OH:20])[CH2:31][CH2:30][CH2:29]1, predict the reactants needed to synthesize it. The reactants are: [CH3:1][C:2]1[C:6]([C:7]2[CH:8]=[C:9]([C:19]([C:21]3[CH:26]=[CH:25][CH:24]=[CH:23][N:22]=3)=[O:20])[C:10]3[N:14]=[C:13]([O:15][CH2:16][CH3:17])[NH:12][C:11]=3[CH:18]=2)=[C:5]([CH3:27])[O:4][N:3]=1.[CH:28]1([Mg]Cl)[CH2:31][CH2:30][CH2:29]1. (2) Given the product [Br:13][C:14]1[CH:19]=[C:18]([CH3:20])[C:17]([F:21])=[C:16]([CH:26]([C:25]2[CH:28]=[CH:29][CH:30]=[C:23]([F:22])[CH:24]=2)[OH:27])[CH:15]=1, predict the reactants needed to synthesize it. The reactants are: C([Li])CCC.C(NC(C)C)(C)C.[Br:13][C:14]1[CH:15]=[CH:16][C:17]([F:21])=[C:18]([CH3:20])[CH:19]=1.[F:22][C:23]1[CH:24]=[C:25]([CH:28]=[CH:29][CH:30]=1)[CH:26]=[O:27].Cl. (3) Given the product [F:10][C:9]([F:12])([F:11])[C:4]1[CH:5]=[CH:6][CH:7]=[CH:8][C:3]=1[CH2:2][N:16]1[CH2:15][CH2:14][N:13]([C:19]2[N:20]=[N:21][CH:22]=[CH:23][N:24]=2)[CH2:18][CH2:17]1.[C:3]1([CH3:2])[CH:8]=[CH:7][CH:6]=[CH:5][CH:4]=1, predict the reactants needed to synthesize it. The reactants are: Br[CH2:2][C:3]1[CH:8]=[CH:7][CH:6]=[CH:5][C:4]=1[C:9]([F:12])([F:11])[F:10].[N:13]1([C:19]2[N:20]=[N:21][CH:22]=[CH:23][N:24]=2)[CH2:18][CH2:17][NH:16][CH2:15][CH2:14]1. (4) The reactants are: Cl.[Cl:2][C:3]1[CH:4]=[CH:5][C:6]([S:11]([CH2:14][CH3:15])(=[O:13])=[O:12])=[C:7]([CH2:9][NH2:10])[CH:8]=1. Given the product [ClH:2].[CH2:14]([S:11]([C:6]1[CH:5]=[CH:4][CH:3]=[CH:8][C:7]=1[CH2:9][NH2:10])(=[O:13])=[O:12])[CH3:15], predict the reactants needed to synthesize it. (5) Given the product [C:3]([O:7][C:8](=[O:25])[NH:9][C:10]1[CH:15]=[CH:14][C:13]([CH2:16][N:17]2[CH2:22][CH2:21][N:20]([CH3:26])[CH2:19][C:18]2([CH3:24])[CH3:23])=[CH:12][N:11]=1)([CH3:6])([CH3:4])[CH3:5], predict the reactants needed to synthesize it. The reactants are: CI.[C:3]([O:7][C:8](=[O:25])[NH:9][C:10]1[CH:15]=[CH:14][C:13]([CH2:16][N:17]2[CH2:22][CH2:21][NH:20][CH2:19][C:18]2([CH3:24])[CH3:23])=[CH:12][N:11]=1)([CH3:6])([CH3:5])[CH3:4].[C:26](=O)([O-])[O-].[K+].[K+]. (6) The reactants are: [Cl:1][C:2]1[CH:3]=[C:4]([N:8]2[N:12]=[N:11][C:10](C=CC3C=CC=CC=3)=[N:9]2)[CH:5]=[CH:6][CH:7]=1.[C:21](O)(=O)[CH2:22][C:23]([CH2:28][C:29]([OH:31])=O)([C:25](O)=O)O.[C:34](O)(C)(C)[CH3:35].C[N+]1([O-])CC[O:43]CC1. Given the product [Cl:1][C:2]1[CH:3]=[C:4]([N:8]2[N:12]=[N:11][C:10]([CH:29]([OH:31])[CH:28]([C:23]3[CH:22]=[CH:21][CH:35]=[CH:34][CH:25]=3)[OH:43])=[N:9]2)[CH:5]=[CH:6][CH:7]=1, predict the reactants needed to synthesize it. (7) The reactants are: Cl[C:2]1[N:7]=[CH:6][C:5]([CH2:8][N:9]2[CH:14]=[C:13]3[N:15]=[C:16]([C:18]4[CH:23]=[CH:22][CH:21]=[C:20]([F:24])[C:19]=4[F:25])[N:17]=[C:12]3[CH:11]=[N:10]2)=[CH:4][CH:3]=1.[F:26][C:27]([F:42])([F:41])[C:28]1[CH:33]=[C:32]([C:34]([F:37])([F:36])[F:35])[CH:31]=[CH:30][C:29]=1B(O)O. Given the product [F:26][C:27]([F:41])([F:42])[C:28]1[CH:33]=[C:32]([C:34]([F:35])([F:36])[F:37])[CH:31]=[CH:30][C:29]=1[C:2]1[N:7]=[CH:6][C:5]([CH2:8][N:9]2[CH:14]=[C:13]3[N:15]=[C:16]([C:18]4[CH:23]=[CH:22][CH:21]=[C:20]([F:24])[C:19]=4[F:25])[N:17]=[C:12]3[CH:11]=[N:10]2)=[CH:4][CH:3]=1, predict the reactants needed to synthesize it.